Dataset: NCI-60 drug combinations with 297,098 pairs across 59 cell lines. Task: Regression. Given two drug SMILES strings and cell line genomic features, predict the synergy score measuring deviation from expected non-interaction effect. (1) Drug 2: CC1CCC2CC(C(=CC=CC=CC(CC(C(=O)C(C(C(=CC(C(=O)CC(OC(=O)C3CCCCN3C(=O)C(=O)C1(O2)O)C(C)CC4CCC(C(C4)OC)OCCO)C)C)O)OC)C)C)C)OC. Drug 1: CC1=C2C(C(=O)C3(C(CC4C(C3C(C(C2(C)C)(CC1OC(=O)C(C(C5=CC=CC=C5)NC(=O)OC(C)(C)C)O)O)OC(=O)C6=CC=CC=C6)(CO4)OC(=O)C)OC)C)OC. Cell line: BT-549. Synergy scores: CSS=58.4, Synergy_ZIP=-0.0758, Synergy_Bliss=-0.772, Synergy_Loewe=0.587, Synergy_HSA=4.88. (2) Drug 1: CCCCC(=O)OCC(=O)C1(CC(C2=C(C1)C(=C3C(=C2O)C(=O)C4=C(C3=O)C=CC=C4OC)O)OC5CC(C(C(O5)C)O)NC(=O)C(F)(F)F)O. Drug 2: C1=CN(C=N1)CC(O)(P(=O)(O)O)P(=O)(O)O. Cell line: CCRF-CEM. Synergy scores: CSS=69.5, Synergy_ZIP=-4.97, Synergy_Bliss=-3.82, Synergy_Loewe=-2.72, Synergy_HSA=-1.24. (3) Drug 1: C1CCN(CC1)CCOC2=CC=C(C=C2)C(=O)C3=C(SC4=C3C=CC(=C4)O)C5=CC=C(C=C5)O. Drug 2: C1=NC2=C(N1)C(=S)N=C(N2)N. Cell line: PC-3. Synergy scores: CSS=22.8, Synergy_ZIP=-9.50, Synergy_Bliss=-2.11, Synergy_Loewe=-6.09, Synergy_HSA=-2.94. (4) Drug 1: CC1=C(C=C(C=C1)NC2=NC=CC(=N2)N(C)C3=CC4=NN(C(=C4C=C3)C)C)S(=O)(=O)N.Cl. Drug 2: C1C(C(OC1N2C=NC3=C(N=C(N=C32)Cl)N)CO)O. Cell line: OVCAR-8. Synergy scores: CSS=33.6, Synergy_ZIP=1.36, Synergy_Bliss=1.83, Synergy_Loewe=-29.5, Synergy_HSA=2.41. (5) Drug 1: CC1CCC2CC(C(=CC=CC=CC(CC(C(=O)C(C(C(=CC(C(=O)CC(OC(=O)C3CCCCN3C(=O)C(=O)C1(O2)O)C(C)CC4CCC(C(C4)OC)OCCO)C)C)O)OC)C)C)C)OC. Drug 2: B(C(CC(C)C)NC(=O)C(CC1=CC=CC=C1)NC(=O)C2=NC=CN=C2)(O)O. Cell line: HL-60(TB). Synergy scores: CSS=41.6, Synergy_ZIP=0.932, Synergy_Bliss=1.34, Synergy_Loewe=-0.509, Synergy_HSA=-0.306. (6) Drug 1: C1=CC(=CC=C1CCC2=CNC3=C2C(=O)NC(=N3)N)C(=O)NC(CCC(=O)O)C(=O)O. Drug 2: CN(C(=O)NC(C=O)C(C(C(CO)O)O)O)N=O. Cell line: U251. Synergy scores: CSS=40.5, Synergy_ZIP=3.16, Synergy_Bliss=6.06, Synergy_Loewe=-25.9, Synergy_HSA=5.93. (7) Drug 1: CC12CCC(CC1=CCC3C2CCC4(C3CC=C4C5=CN=CC=C5)C)O. Drug 2: C1=C(C(=O)NC(=O)N1)F. Cell line: BT-549. Synergy scores: CSS=34.9, Synergy_ZIP=2.39, Synergy_Bliss=2.95, Synergy_Loewe=1.69, Synergy_HSA=2.91.